This data is from Full USPTO retrosynthesis dataset with 1.9M reactions from patents (1976-2016). The task is: Predict the reactants needed to synthesize the given product. (1) Given the product [CH3:3][O:4][C:5]([C:7]1[N:11]=[C:10]([Cl:12])[N:9]([CH2:20][O:19][CH2:18][CH2:17][Si:14]([CH3:16])([CH3:15])[CH3:13])[N:8]=1)=[O:6], predict the reactants needed to synthesize it. The reactants are: [H-].[Na+].[CH3:3][O:4][C:5]([C:7]1[N:11]=[C:10]([Cl:12])[NH:9][N:8]=1)=[O:6].[CH3:13][Si:14]([CH2:17][CH2:18][O:19][CH2:20]Cl)([CH3:16])[CH3:15]. (2) Given the product [CH3:1][O:2][C:3](=[O:12])[C:4]1[CH:9]=[CH:8][C:7]([N:10]=[N+:18]=[N-:19])=[C:6]([I:11])[CH:5]=1, predict the reactants needed to synthesize it. The reactants are: [CH3:1][O:2][C:3](=[O:12])[C:4]1[CH:9]=[CH:8][C:7]([NH2:10])=[C:6]([I:11])[CH:5]=1.N([O-])=O.[Na+].Cl.[N-:18]=[N+:19]=[N-].[Na+]. (3) Given the product [Cl:1][C:2]1[CH:11]=[CH:10][C:9]2[N:8]=[CH:7][C:6]3[N:12]=[C:13]([CH3:21])[N:14]([CH:15]4[CH2:20][CH2:19][N:18]([C:32]([CH:29]5[CH2:31][CH2:30]5)=[O:33])[CH2:17][CH2:16]4)[C:5]=3[C:4]=2[N:3]=1, predict the reactants needed to synthesize it. The reactants are: [Cl:1][C:2]1[CH:11]=[CH:10][C:9]2[N:8]=[CH:7][C:6]3[N:12]=[C:13]([CH3:21])[N:14]([CH:15]4[CH2:20][CH2:19][NH:18][CH2:17][CH2:16]4)[C:5]=3[C:4]=2[N:3]=1.CCN(CC)CC.[CH:29]1([C:32](Cl)=[O:33])[CH2:31][CH2:30]1. (4) Given the product [CH2:1]([O:3][C:4](=[O:20])/[C:5](/[NH2:25])=[CH:6]/[C:7](=[O:18])/[CH:8]=[CH:9]/[C:10]1[CH:15]=[CH:14][C:13]([Cl:16])=[CH:12][C:11]=1[F:17])[CH3:2], predict the reactants needed to synthesize it. The reactants are: [CH2:1]([O:3][C:4](=[O:20])[C:5](=O)[CH2:6][C:7](=[O:18])/[CH:8]=[CH:9]/[C:10]1[CH:15]=[CH:14][C:13]([Cl:16])=[CH:12][C:11]=1[F:17])[CH3:2].C([O-])(=O)C.[NH4+:25]. (5) The reactants are: C(N(C(C)C)CC)(C)C.[Cl:10][C:11]1[CH:12]=[CH:13][C:14]2[N:19]=[C:18]([C:20]3[C:29]4[C:24](=[CH:25][CH:26]=[CH:27][CH:28]=4)[CH:23]=[CH:22][CH:21]=3)[O:17][C:16](=[O:30])[C:15]=2[CH:31]=1.[NH:32]1[CH2:37][CH2:36][CH2:35][CH:34]([CH2:38][OH:39])[CH2:33]1. Given the product [Cl:10][C:11]1[CH:12]=[CH:13][C:14]([NH:19][C:18]([C:20]2[C:29]3[C:24](=[CH:25][CH:26]=[CH:27][CH:28]=3)[CH:23]=[CH:22][CH:21]=2)=[O:17])=[C:15]([C:16]([N:32]2[CH2:37][CH2:36][CH2:35][CH:34]([CH2:38][OH:39])[CH2:33]2)=[O:30])[CH:31]=1, predict the reactants needed to synthesize it.